Task: Predict the product of the given reaction.. Dataset: Forward reaction prediction with 1.9M reactions from USPTO patents (1976-2016) Given the reactants C(OC([N:8]1[CH2:13][CH2:12][CH:11]([CH2:14][NH:15][C:16]2[CH:21]=[CH:20][C:19]([CH2:22][N:23]3[C:27]4=[N:28][CH:29]=[CH:30][C:31]([CH3:32])=[C:26]4[N:25]=[C:24]3[CH2:33][CH3:34])=[CH:18][CH:17]=2)[CH2:10][CH2:9]1)=O)(C)(C)C.C(OCC)(=O)C.Cl.[OH-].[Na+], predict the reaction product. The product is: [CH2:33]([C:24]1[N:23]([CH2:22][C:19]2[CH:20]=[CH:21][C:16]([NH:15][CH2:14][CH:11]3[CH2:10][CH2:9][NH:8][CH2:13][CH2:12]3)=[CH:17][CH:18]=2)[C:27]2=[N:28][CH:29]=[CH:30][C:31]([CH3:32])=[C:26]2[N:25]=1)[CH3:34].